Predict which catalyst facilitates the given reaction. From a dataset of Catalyst prediction with 721,799 reactions and 888 catalyst types from USPTO. (1) Reactant: [Cl:1][C:2]1[CH:7]=[C:6]([Cl:8])[CH:5]=[CH:4][C:3]=1[C:9]1[NH:14][C:13](=O)[C:12]([C:16]([O:18][CH3:19])=[O:17])=[CH:11][C:10]=1[C:20]1[CH:25]=[CH:24][C:23]([Cl:26])=[CH:22][CH:21]=1.C(Cl)(=O)C([Cl:30])=O. Product: [Cl:30][C:13]1[C:12]([C:16]([O:18][CH3:19])=[O:17])=[CH:11][C:10]([C:20]2[CH:25]=[CH:24][C:23]([Cl:26])=[CH:22][CH:21]=2)=[C:9]([C:3]2[CH:4]=[CH:5][C:6]([Cl:8])=[CH:7][C:2]=2[Cl:1])[N:14]=1. The catalyst class is: 4. (2) Reactant: [NH2:1][C:2]1[CH:7]=[C:6]([F:8])[CH:5]=[CH:4][C:3]=1[C:9]([NH:11][C@:12]([CH:18]1[CH2:23][CH2:22][CH2:21][CH2:20][CH2:19]1)([C:14]([O:16][CH3:17])=[O:15])[CH3:13])=[O:10].[Br:24][C:25]1[CH:26]=[C:27]([CH3:35])[C:28]([N:32]=[C:33]=[O:34])=[C:29]([CH3:31])[CH:30]=1.CCCCCC.C(OCC)(=O)C. Product: [Br:24][C:25]1[CH:30]=[C:29]([CH3:31])[C:28]([NH:32][C:33]([NH:1][C:2]2[CH:7]=[C:6]([F:8])[CH:5]=[CH:4][C:3]=2[C:9]([NH:11][C@:12]([CH:18]2[CH2:19][CH2:20][CH2:21][CH2:22][CH2:23]2)([C:14]([O:16][CH3:17])=[O:15])[CH3:13])=[O:10])=[O:34])=[C:27]([CH3:35])[CH:26]=1. The catalyst class is: 17.